This data is from Full USPTO retrosynthesis dataset with 1.9M reactions from patents (1976-2016). The task is: Predict the reactants needed to synthesize the given product. (1) The reactants are: [NH2:1][C:2]1[S:3][C:4]([C:15]2[CH:20]=[CH:19][CH:18]=[CH:17][CH:16]=2)=[CH:5][C:6]=1[C:7]([C:9]1[CH:14]=[CH:13][CH:12]=[CH:11][CH:10]=1)=O.[CH:21]1([C:24](=[O:29])[CH2:25][C:26](=O)[CH3:27])[CH2:23][CH2:22]1. Given the product [CH:21]1([C:24]([C:25]2[C:7]([C:9]3[CH:14]=[CH:13][CH:12]=[CH:11][CH:10]=3)=[C:6]3[CH:5]=[C:4]([C:15]4[CH:20]=[CH:19][CH:18]=[CH:17][CH:16]=4)[S:3][C:2]3=[N:1][C:26]=2[CH3:27])=[O:29])[CH2:23][CH2:22]1, predict the reactants needed to synthesize it. (2) The reactants are: Cl[C:2]1[C:11]2[N:12]=[C:13]([NH:20][CH2:21][CH2:22][O:23][CH3:24])[N:14]([CH2:15][C:16]([CH3:19])([OH:18])[CH3:17])[C:10]=2[C:9]2[CH:8]=[CH:7][CH:6]=[CH:5][C:4]=2[N:3]=1.[NH3:25]. Given the product [NH2:25][C:2]1[C:11]2[N:12]=[C:13]([NH:20][CH2:21][CH2:22][O:23][CH3:24])[N:14]([CH2:15][C:16]([CH3:19])([OH:18])[CH3:17])[C:10]=2[C:9]2[CH:8]=[CH:7][CH:6]=[CH:5][C:4]=2[N:3]=1, predict the reactants needed to synthesize it. (3) Given the product [NH2:5][C:6]1[S:10][N:9]=[C:8]([S:11][CH2:12][CH2:13][CH2:14][CH2:15][CH3:16])[C:7]=1[C:17]([NH2:18])=[O:21], predict the reactants needed to synthesize it. The reactants are: C(OC(=O)[NH:5][C:6]1[S:10][N:9]=[C:8]([S:11][CH2:12][CH2:13][CH2:14][CH2:15][CH3:16])[C:7]=1[C:17]#[N:18])C.S(=O)(=O)(O)[OH:21]. (4) The reactants are: [NH2:1][C:2]1[CH:7]=[CH:6][C:5]([C:8]2[C:16]3[C:15]([NH2:17])=[N:14][CH:13]=[N:12][C:11]=3[S:10][CH:9]=2)=[CH:4][CH:3]=1.[F:18][C:19]1[CH:24]=[CH:23][C:22]([C:25]([F:28])([F:27])[F:26])=[CH:21][C:20]=1[N:29]=[C:30]=[O:31].CO.C(N(CC)CC)C. Given the product [NH2:17][C:15]1[C:16]2[C:8]([C:5]3[CH:4]=[CH:3][C:2]([NH:1][C:30]([NH:29][C:20]4[CH:21]=[C:22]([C:25]([F:26])([F:28])[F:27])[CH:23]=[CH:24][C:19]=4[F:18])=[O:31])=[CH:7][CH:6]=3)=[CH:9][S:10][C:11]=2[N:12]=[CH:13][N:14]=1, predict the reactants needed to synthesize it. (5) Given the product [C:1]([C@@:4]1([OH:50])[CH2:21][C@H:20]([O:22][C@@H:23]2[O:29][C@@H:28]([CH3:30])[C@@H:26]([OH:27])[CH:25]([N+:31]3([O-:53])[CH2:36][CH2:35][O:34][C@H:33]([O:37][CH3:38])[CH2:32]3)[CH2:24]2)[C:19]2[C:18]([OH:39])=[C:17]3[C:8]([C:9](=[O:48])[C:10]4[CH:11]=[CH:12][CH:13]=[C:14]([NH:41][C:42](=[O:47])[C:43]([F:46])([F:44])[F:45])[C:15]=4[C:16]3=[O:40])=[C:7]([OH:49])[C:6]=2[CH2:5]1)(=[O:3])[CH3:2], predict the reactants needed to synthesize it. The reactants are: [C:1]([C@@:4]1([OH:50])[CH2:21][C@H:20]([O:22][C@@H:23]2[O:29][C@@H:28]([CH3:30])[C@@H:26]([OH:27])[C@@H:25]([N:31]3[CH2:36][CH2:35][O:34][C@H:33]([O:37][CH3:38])[CH2:32]3)[CH2:24]2)[C:19]2[C:18]([OH:39])=[C:17]3[C:8]([C:9](=[O:48])[C:10]4[CH:11]=[CH:12][CH:13]=[C:14]([NH:41][C:42](=[O:47])[C:43]([F:46])([F:45])[F:44])[C:15]=4[C:16]3=[O:40])=[C:7]([OH:49])[C:6]=2[CH2:5]1)(=[O:3])[CH3:2].CC1(C)O[O:53]1. (6) Given the product [Br:8][C:5]1[CH:6]=[CH:7][C:2]2[S:22][C:10]([C:11]3[CH:16]=[CH:15][C:14]([S:17]([CH3:20])(=[O:19])=[O:18])=[CH:13][C:12]=3[F:21])=[N:9][C:3]=2[CH:4]=1, predict the reactants needed to synthesize it. The reactants are: Br[C:2]1[CH:7]=[CH:6][C:5]([Br:8])=[CH:4][C:3]=1[NH:9][C:10](=[S:22])[C:11]1[CH:16]=[CH:15][C:14]([S:17]([CH3:20])(=[O:19])=[O:18])=[CH:13][C:12]=1[F:21].[H-].[Na+]. (7) Given the product [C:11]1([C:10]2[CH:2]=[CH:1][C:4]3[C:9](=[CH:8][CH:7]=[CH:6][CH:5]=3)[N:18]=2)[CH:16]=[CH:15][CH:14]=[CH:13][CH:12]=1, predict the reactants needed to synthesize it. The reactants are: [C:1]([C:4]1[CH:9]=[CH:8][CH:7]=[CH:6][CH:5]=1)(=O)[CH3:2].[C:10]([NH2:18])(=O)[C:11]1[CH:16]=[CH:15][CH:14]=[CH:13][CH:12]=1. (8) Given the product [CH3:1][S:2]([C:5]1[CH:36]=[CH:35][C:8]([CH2:9][NH:10][C:11]([C:13]2[C:14](=[O:34])[N:15]([C:24]3[CH:29]=[CH:28][CH:27]=[C:26]([C:30]([F:31])([F:33])[F:32])[CH:25]=3)[C:16]([CH3:23])=[C:17]([C:19]3[N:22]=[C:37]([CH3:38])[O:21][N:20]=3)[CH:18]=2)=[O:12])=[CH:7][CH:6]=1)(=[O:3])=[O:4], predict the reactants needed to synthesize it. The reactants are: [CH3:1][S:2]([C:5]1[CH:36]=[CH:35][C:8]([CH2:9][NH:10][C:11]([C:13]2[C:14](=[O:34])[N:15]([C:24]3[CH:29]=[CH:28][CH:27]=[C:26]([C:30]([F:33])([F:32])[F:31])[CH:25]=3)[C:16]([CH3:23])=[C:17]([C:19](=[NH:22])[NH:20][OH:21])[CH:18]=2)=[O:12])=[CH:7][CH:6]=1)(=[O:4])=[O:3].[C:37](OC(=O)C)(=O)[CH3:38].